This data is from Forward reaction prediction with 1.9M reactions from USPTO patents (1976-2016). The task is: Predict the product of the given reaction. (1) The product is: [CH3:9][O:8][C:5]1[CH:6]=[CH:7][C:2]([N:10]2[C:18]3[C:13](=[CH:14][C:15]([CH2:19][N:20]4[CH2:25][CH2:24][CH:23]([C:26]5[CH:27]=[C:28]([NH:32][C:33](=[O:37])[CH:34]([CH3:35])[CH3:36])[CH:29]=[CH:30][CH:31]=5)[CH2:22][CH2:21]4)=[CH:16][CH:17]=3)[CH:12]=[CH:11]2)=[CH:3][CH:4]=1. Given the reactants I[C:2]1[CH:7]=[CH:6][C:5]([O:8][CH3:9])=[CH:4][CH:3]=1.[NH:10]1[C:18]2[C:13](=[CH:14][C:15]([CH2:19][N:20]3[CH2:25][CH2:24][CH:23]([C:26]4[CH:27]=[C:28]([NH:32][C:33](=[O:37])[CH:34]([CH3:36])[CH3:35])[CH:29]=[CH:30][CH:31]=4)[CH2:22][CH2:21]3)=[CH:16][CH:17]=2)[CH:12]=[CH:11]1, predict the reaction product. (2) Given the reactants [CH3:1][C:2]1[CH:3]=[C:4]([NH:17][C:18]2[N:23]=[C:22]([C:24]([F:27])([F:26])[F:25])[CH:21]=[CH:20][N:19]=2)[CH:5]=[C:6](B2OC(C)(C)C(C)(C)O2)[CH:7]=1.Br[C:29]1[S:33][C:32]([C:34]2([C:40]#[N:41])[CH2:39][CH2:38][CH2:37][CH2:36][CH2:35]2)=[N:31][CH:30]=1.C(=O)([O-])[O-].[Cs+].[Cs+].CC(C1C=C(C(C)C)C(C2C=CC=CC=2P(C2CCCCC2)C2CCCCC2)=C(C(C)C)C=1)C, predict the reaction product. The product is: [CH3:1][C:2]1[CH:7]=[C:6]([C:29]2[S:33][C:32]([C:34]3([C:40]#[N:41])[CH2:39][CH2:38][CH2:37][CH2:36][CH2:35]3)=[N:31][CH:30]=2)[CH:5]=[C:4]([NH:17][C:18]2[N:23]=[C:22]([C:24]([F:27])([F:25])[F:26])[CH:21]=[CH:20][N:19]=2)[CH:3]=1. (3) Given the reactants [CH3:1][O:2][C:3]1([C:23]([O:25]C)=[O:24])[CH2:8][CH2:7][N:6]([CH:9]2[CH2:15][CH2:14][CH2:13][N:12]([C:16]([O:18][C:19]([CH3:22])([CH3:21])[CH3:20])=[O:17])[CH2:11][CH2:10]2)[CH2:5][CH2:4]1.[Li+].[OH-].Cl, predict the reaction product. The product is: [C:19]([O:18][C:16]([N:12]1[CH2:13][CH2:14][CH2:15][CH:9]([N:6]2[CH2:7][CH2:8][C:3]([O:2][CH3:1])([C:23]([OH:25])=[O:24])[CH2:4][CH2:5]2)[CH2:10][CH2:11]1)=[O:17])([CH3:22])([CH3:21])[CH3:20]. (4) Given the reactants C(OC([N:8]1[CH2:13][C@H:12]([CH2:14][O:15][C:16]2[CH:25]=[CH:24][C:23]3[C:18](=[CH:19][CH:20]=[CH:21][CH:22]=3)[N:17]=2)[N:11]([C:26]2[CH:31]=[CH:30][C:29]([O:32][CH2:33][CH2:34][CH2:35][O:36][CH2:37][C:38]3[CH:43]=[CH:42][CH:41]=[CH:40][C:39]=3[O:44][CH3:45])=[CH:28][CH:27]=2)[C:10](=[O:46])[CH2:9]1)=O)(C)(C)C.C(Cl)(=O)C, predict the reaction product. The product is: [CH3:45][O:44][C:39]1[CH:40]=[CH:41][CH:42]=[CH:43][C:38]=1[CH2:37][O:36][CH2:35][CH2:34][CH2:33][O:32][C:29]1[CH:28]=[CH:27][C:26]([N:11]2[C@@H:12]([CH2:14][O:15][C:16]3[CH:25]=[CH:24][C:23]4[C:18](=[CH:19][CH:20]=[CH:21][CH:22]=4)[N:17]=3)[CH2:13][NH:8][CH2:9][C:10]2=[O:46])=[CH:31][CH:30]=1.